This data is from Full USPTO retrosynthesis dataset with 1.9M reactions from patents (1976-2016). The task is: Predict the reactants needed to synthesize the given product. (1) Given the product [CH2:1]([O:8][N:9]1[C:15](=[O:16])[N:14]2[CH2:17][C@H:10]1[CH2:11][CH2:12][C@@H:13]2[C:18]([NH:30][NH:29][C:21]([C:22]1[CH:27]=[CH:26][CH:25]=[CH:24][CH:23]=1)=[O:28])=[O:20])[C:2]1[CH:3]=[CH:4][CH:5]=[CH:6][CH:7]=1, predict the reactants needed to synthesize it. The reactants are: [CH2:1]([O:8][N:9]1[C:15](=[O:16])[N:14]2[CH2:17][C@H:10]1[CH2:11][CH2:12][C@H:13]2[C:18]([OH:20])=O)[C:2]1[CH:7]=[CH:6][CH:5]=[CH:4][CH:3]=1.[C:21]([NH:29][NH2:30])(=[O:28])[C:22]1[CH:27]=[CH:26][CH:25]=[CH:24][CH:23]=1.ON1C2C=CC=CC=2N=N1.Cl.C(N=C=NCCCN(C)C)C. (2) The reactants are: [Cl:1][C:2]1[CH:24]=[C:23]([Cl:25])[CH:22]=[CH:21][C:3]=1[CH2:4][NH:5][C:6]([C:8]1[C:9]([O:17][CH:18]([CH3:20])[CH3:19])=[N:10][N:11]([CH2:13][CH2:14][CH2:15][OH:16])[CH:12]=1)=[O:7].O[C:27]1[C:32]([O:33][CH3:34])=[CH:31][CH:30]=[CH:29][C:28]=1[CH2:35][C:36]([O:38]C)=[O:37].C(P(CCCC)CCCC)CCC.N(C(N1CCCCC1)=O)=NC(N1CCCCC1)=O. Given the product [Cl:1][C:2]1[CH:24]=[C:23]([Cl:25])[CH:22]=[CH:21][C:3]=1[CH2:4][NH:5][C:6]([C:8]1[C:9]([O:17][CH:18]([CH3:20])[CH3:19])=[N:10][N:11]([CH2:13][CH2:14][CH2:15][O:16][C:27]2[C:32]([O:33][CH3:34])=[CH:31][CH:30]=[CH:29][C:28]=2[CH2:35][C:36]([OH:38])=[O:37])[CH:12]=1)=[O:7], predict the reactants needed to synthesize it. (3) Given the product [F:29][C:16]1([CH2:15][CH:7]2[CH2:6][C:5]3[C:9](=[CH:10][C:11]([O:12][CH3:13])=[C:3]([O:2][CH3:1])[CH:4]=3)[C:8]2=[O:14])[CH2:17][CH2:18][NH:19][CH2:20][CH2:21]1, predict the reactants needed to synthesize it. The reactants are: [CH3:1][O:2][C:3]1[CH:4]=[C:5]2[C:9](=[CH:10][C:11]=1[O:12][CH3:13])[C:8](=[O:14])[CH:7]([CH2:15][C:16]1([F:29])[CH2:21][CH2:20][N:19](C(OC(C)(C)C)=O)[CH2:18][CH2:17]1)[CH2:6]2.Cl. (4) Given the product [CH3:7][O:8][C:9]([C@H:11]1[CH2:12][CH2:13][C@H:14]([CH2:17][N:18]2[C:22]3[CH:23]=[C:24]([C:2]#[C:1][Si:3]([CH3:6])([CH3:5])[CH3:4])[CH:25]=[CH:26][C:21]=3[N:20]([CH3:28])[C:19]2=[O:29])[CH2:15][CH2:16]1)=[O:10], predict the reactants needed to synthesize it. The reactants are: [C:1]([Si:3]([CH3:6])([CH3:5])[CH3:4])#[CH:2].[CH3:7][O:8][C:9]([C@H:11]1[CH2:16][CH2:15][C@H:14]([CH2:17][N:18]2[C:22]3[CH:23]=[C:24](Br)[CH:25]=[CH:26][C:21]=3[N:20]([CH3:28])[C:19]2=[O:29])[CH2:13][CH2:12]1)=[O:10].